From a dataset of Forward reaction prediction with 1.9M reactions from USPTO patents (1976-2016). Predict the product of the given reaction. Given the reactants [O:1]=[C:2]1[CH:7]=[CH:6][N:5]([CH2:8][C:9]([O:11][CH2:12][CH3:13])=[O:10])[CH:4]=[CH:3]1.C(O[CH:17](OCC)[N:18]([CH3:20])[CH3:19])C, predict the reaction product. The product is: [CH3:17][N:18]([CH3:20])[CH:19]=[C:8]([N:5]1[CH:4]=[CH:3][C:2](=[O:1])[CH:7]=[CH:6]1)[C:9]([O:11][CH2:12][CH3:13])=[O:10].